From a dataset of Peptide-MHC class II binding affinity with 134,281 pairs from IEDB. Regression. Given a peptide amino acid sequence and an MHC pseudo amino acid sequence, predict their binding affinity value. This is MHC class II binding data. (1) The peptide sequence is LKALTTKHPSLNIIT. The MHC is DRB1_0301 with pseudo-sequence DRB1_0301. The binding affinity (normalized) is 0.532. (2) The binding affinity (normalized) is 0.367. The peptide sequence is IEGITLLNAKFFHMN. The MHC is DRB1_0701 with pseudo-sequence DRB1_0701.